The task is: Predict which catalyst facilitates the given reaction.. This data is from Catalyst prediction with 721,799 reactions and 888 catalyst types from USPTO. (1) Reactant: [C:1]([O:5][C:6]([N:8]1[CH2:14][CH2:13][N:12]([O:15][CH3:16])[CH2:11][CH2:10][N:9]1[C:17]([O:19][C:20]([CH3:23])([CH3:22])[CH3:21])=[O:18])=[O:7])([CH3:4])([CH3:3])[CH3:2].[ClH:24]. Product: [ClH:24].[C:1]([O:5][C:6]([N:8]1[CH2:14][CH2:13][N:12]([O:15][CH3:16])[CH2:11][CH2:10][N:9]1[C:17]([O:19][C:20]([CH3:23])([CH3:22])[CH3:21])=[O:18])=[O:7])([CH3:4])([CH3:3])[CH3:2]. The catalyst class is: 27. (2) Reactant: [F:1][C:2]1[CH:7]=[CH:6][CH:5]=[C:4]([N+:8]([O-:10])=[O:9])[C:3]=1F.Cl.[CH3:13][O:14][CH2:15][CH2:16][CH2:17][CH2:18][NH2:19].C(N(C(C)C)CC)(C)C. Product: [F:1][C:2]1[CH:7]=[CH:6][CH:5]=[C:4]([N+:8]([O-:10])=[O:9])[C:3]=1[NH:19][CH2:18][CH2:17][CH2:16][CH2:15][O:14][CH3:13]. The catalyst class is: 10.